From a dataset of Reaction yield outcomes from USPTO patents with 853,638 reactions. Predict the reaction yield, written as a fraction of the theoretical maximum amount of product (1.0 means a 100% yield; for example, 0.34 means a 34% yield). (1) The reactants are S(Cl)([Cl:3])=O.[CH2:5]([O:12][C:13]1[C:14]([CH2:19]O)=[N:15][CH:16]=[CH:17][CH:18]=1)[C:6]1[CH:11]=[CH:10][CH:9]=[CH:8][CH:7]=1.C(=O)(O)[O-].[Na+]. The yield is 0.950. The product is [CH2:5]([O:12][C:13]1[C:14]([CH2:19][Cl:3])=[N:15][CH:16]=[CH:17][CH:18]=1)[C:6]1[CH:11]=[CH:10][CH:9]=[CH:8][CH:7]=1. The catalyst is ClCCl.O. (2) The reactants are [CH3:1][N:2]([CH3:32])[C:3]([C:5]1[N:26]([CH:27]2[CH2:31][CH2:30][CH2:29][CH2:28]2)[C:8]2[N:9]=[C:10]([NH:13][C:14]3[N:15]=[CH:16][C:17]([N:20]4[CH2:25][CH2:24][NH:23][CH2:22][CH2:21]4)=[N:18][CH:19]=3)[N:11]=[CH:12][C:7]=2[CH:6]=1)=[O:4].Br[CH2:34][CH2:35][OH:36]. No catalyst specified. The product is [CH3:1][N:2]([CH3:32])[C:3]([C:5]1[N:26]([CH:27]2[CH2:31][CH2:30][CH2:29][CH2:28]2)[C:8]2[N:9]=[C:10]([NH:13][C:14]3[N:15]=[CH:16][C:17]([N:20]4[CH2:25][CH2:24][N:23]([CH2:34][CH2:35][OH:36])[CH2:22][CH2:21]4)=[N:18][CH:19]=3)[N:11]=[CH:12][C:7]=2[CH:6]=1)=[O:4]. The yield is 0.540. (3) The reactants are [I-].C[S+](C)C.[Li][CH2:7]CCC.[C:11]([Si:15]([O:18][CH2:19][C@@H:20]1[C@H:24]2[O:25][C:26]([CH3:29])([CH3:28])[O:27][C@H:23]2[C@@H:22]2[O:30][C@H:21]12)([CH3:17])[CH3:16])([CH3:14])([CH3:13])[CH3:12]. The catalyst is C1COCC1. The product is [Si:15]([O:18][CH2:19][C@@H:20]1[C@H:24]2[O:25][C:26]([CH3:29])([CH3:28])[O:27][C@H:23]2[C@H:22]([OH:30])[C:21]1=[CH2:7])([C:11]([CH3:14])([CH3:12])[CH3:13])([CH3:17])[CH3:16]. The yield is 0.800.